This data is from CYP2C19 inhibition data for predicting drug metabolism from PubChem BioAssay. The task is: Regression/Classification. Given a drug SMILES string, predict its absorption, distribution, metabolism, or excretion properties. Task type varies by dataset: regression for continuous measurements (e.g., permeability, clearance, half-life) or binary classification for categorical outcomes (e.g., BBB penetration, CYP inhibition). Dataset: cyp2c19_veith. (1) The compound is N=C(N)C(N=Nc1ccccc1)C(=N)N. The result is 0 (non-inhibitor). (2) The drug is O=C(O)c1ccc(Sc2nnnn2-c2ccccc2)c([N+](=O)[O-])c1. The result is 0 (non-inhibitor). (3) The compound is C[C@@H](Cc1ccc2c(c1)OC(C(=O)[O-])(C(=O)[O-])O2)NC[C@H](O)c1cccc(Cl)c1.[Na+].[Na+]. The result is 0 (non-inhibitor).